From a dataset of CYP2D6 inhibition data for predicting drug metabolism from PubChem BioAssay. Regression/Classification. Given a drug SMILES string, predict its absorption, distribution, metabolism, or excretion properties. Task type varies by dataset: regression for continuous measurements (e.g., permeability, clearance, half-life) or binary classification for categorical outcomes (e.g., BBB penetration, CYP inhibition). Dataset: cyp2d6_veith. (1) The compound is CCCCNC(=O)C1C2C=CC3(CN(Cc4ccccc4Cl)C(=O)C13)O2. The result is 0 (non-inhibitor). (2) The compound is CCNCc1cc(OCC)c(OCC(=O)NCCc2ccccc2)cc1Cl.Cl. The result is 1 (inhibitor). (3) The drug is C=CCOc1c(Br)cc(CNc2ccc(NC(=O)C(C)C)c(OC)c2)cc1OC. The result is 0 (non-inhibitor). (4) The drug is CCOC(=O)c1ccc(Cl)c(NC(=O)c2ccc(-c3ccccc3)cc2)c1. The result is 0 (non-inhibitor). (5) The compound is Cn1c(=O)c(-c2cc(F)cc(F)c2)nc2cnc(Nc3ccccc3)nc21. The result is 0 (non-inhibitor).